This data is from Reaction yield outcomes from USPTO patents with 853,638 reactions. The task is: Predict the reaction yield, written as a fraction of the theoretical maximum amount of product (1.0 means a 100% yield; for example, 0.34 means a 34% yield). (1) The reactants are I[C:2]1[CH:11]=[CH:10][C:5]([C:6]([O:8][CH3:9])=[O:7])=[CH:4][CH:3]=1.[Cl-].[Li+].C([Mg]Cl)(C)C.[CH:19]1([CH2:22][CH:23]=[O:24])[CH2:21][CH2:20]1. The catalyst is O1CCCC1. The product is [CH:19]1([CH2:22][CH:23]([C:2]2[CH:11]=[CH:10][C:5]([C:6]([O:8][CH3:9])=[O:7])=[CH:4][CH:3]=2)[OH:24])[CH2:21][CH2:20]1. The yield is 0.450. (2) The reactants are [Br:1][C:2]1[CH:3]=[CH:4][C:5]2[CH:9]=[CH:8][S:7][C:6]=2[CH:10]=1.C([N-]C(C)C)(C)C.[Li+].[Cl:19][C:20]1[N:25]=[CH:24][C:23]([CH3:26])=[CH:22][N:21]=1.C(O)(=O)C.ClC1C(=O)C(C#N)=C(C#N)C(=O)C=1Cl. The catalyst is C1COCC1.CCCCCCC.C1COCC1.C(C1C=CC=CC=1)C. The product is [Br:1][C:2]1[CH:3]=[CH:4][C:5]2[CH:9]=[C:8]([C:22]3[C:23]([CH3:26])=[CH:24][N:25]=[C:20]([Cl:19])[N:21]=3)[S:7][C:6]=2[CH:10]=1. The yield is 0.390. (3) The reactants are C[N:2]([CH2:10][C:11]1[CH:15]=[C:14]([C:16]2[CH:21]=[CH:20][CH:19]=[CH:18][CH:17]=2)[NH:13][CH:12]=1)[C:3](=O)OC(C)(C)C.[H-].[Na+].[CH:24]([O:27][C:28]1[CH:33]=[CH:32][C:31]([S:34](Cl)(=[O:36])=[O:35])=[CH:30][CH:29]=1)([CH3:26])[CH3:25]. No catalyst specified. The product is [CH:24]([O:27][C:28]1[CH:33]=[CH:32][C:31]([S:34]([N:13]2[C:14]([C:16]3[CH:17]=[CH:18][CH:19]=[CH:20][CH:21]=3)=[CH:15][C:11]([CH2:10][NH:2][CH3:3])=[CH:12]2)(=[O:36])=[O:35])=[CH:30][CH:29]=1)([CH3:26])[CH3:25]. The yield is 0.450.